This data is from NCI-60 drug combinations with 297,098 pairs across 59 cell lines. The task is: Regression. Given two drug SMILES strings and cell line genomic features, predict the synergy score measuring deviation from expected non-interaction effect. (1) Drug 1: C1=NC2=C(N1)C(=S)N=C(N2)N. Drug 2: C1=NC2=C(N1)C(=S)N=CN2. Cell line: UACC62. Synergy scores: CSS=32.7, Synergy_ZIP=-8.41, Synergy_Bliss=-10.6, Synergy_Loewe=-9.96, Synergy_HSA=-7.09. (2) Drug 1: CN(CCCl)CCCl.Cl. Drug 2: CC1=C(C(=O)C2=C(C1=O)N3CC4C(C3(C2COC(=O)N)OC)N4)N. Cell line: MDA-MB-435. Synergy scores: CSS=10.8, Synergy_ZIP=-3.00, Synergy_Bliss=-3.53, Synergy_Loewe=-5.49, Synergy_HSA=-3.00.